Predict the reactants needed to synthesize the given product. From a dataset of Full USPTO retrosynthesis dataset with 1.9M reactions from patents (1976-2016). (1) Given the product [F:1][C:2]1[CH:7]=[C:6]([O:8][CH3:9])[CH:5]=[CH:4][C:3]=1[C:10](=[O:15])[C:11](=[O:13])[CH3:12], predict the reactants needed to synthesize it. The reactants are: [F:1][C:2]1[CH:7]=[C:6]([O:8][CH3:9])[CH:5]=[CH:4][C:3]=1[CH2:10][C:11](=[O:13])[CH3:12].[Cr](Cl)([O-])(=O)=[O:15].[NH+]1C=CC=CC=1.N1C=CC=CC=1. (2) The reactants are: [Cl:1][C:2]1[C:10]([F:11])=[CH:9][CH:8]=[CH:7][C:3]=1[C:4]([OH:6])=O.[O:12]1[CH2:17][CH2:16][CH:15]([CH:18]([C:21]2[CH:22]=[N:23][C:24]([C:27]([F:30])([F:29])[F:28])=[N:25][CH:26]=2)[CH2:19][NH2:20])[CH2:14][CH2:13]1. Given the product [Cl:1][C:2]1[C:10]([F:11])=[CH:9][CH:8]=[CH:7][C:3]=1[C:4]([NH:20][CH2:19][CH:18]([CH:15]1[CH2:16][CH2:17][O:12][CH2:13][CH2:14]1)[C:21]1[CH:22]=[N:23][C:24]([C:27]([F:29])([F:30])[F:28])=[N:25][CH:26]=1)=[O:6], predict the reactants needed to synthesize it. (3) Given the product [ClH:24].[Br:1][C:2]1[CH:3]=[CH:4][CH:5]=[C:6]2[C:11]=1[CH2:10][NH:9][CH2:8][C:7]2=[O:23], predict the reactants needed to synthesize it. The reactants are: [Br:1][C:2]1[CH:3]=[CH:4][CH:5]=[C:6]2[C:11]=1[CH2:10][N:9](C(OC(C)(C)C)=O)[CH:8](C(OC)=O)[C:7]2=[O:23].[ClH:24].O.